From a dataset of Ames mutagenicity test results for genotoxicity prediction. Regression/Classification. Given a drug SMILES string, predict its toxicity properties. Task type varies by dataset: regression for continuous values (e.g., LD50, hERG inhibition percentage) or binary classification for toxic/non-toxic outcomes (e.g., AMES mutagenicity, cardiotoxicity, hepatotoxicity). Dataset: ames. (1) The compound is CC(=O)N(Cl)c1ccc2c(c1)Cc1ccccc1-2. The result is 1 (mutagenic). (2) The drug is O=[N+]([O-])c1ccc2c3c1ccc1cccc(c13)[C@@H]1O[C@H]21. The result is 1 (mutagenic). (3) The drug is Nc1ccccc1. The result is 0 (non-mutagenic). (4) The molecule is CSSC. The result is 0 (non-mutagenic). (5) The compound is CC1Cc2ccc(C(=O)NC(Cc3ccccc3)C(=O)O)c(O)c2C(=O)O1. The result is 0 (non-mutagenic).